From a dataset of Reaction yield outcomes from USPTO patents with 853,638 reactions. Predict the reaction yield, written as a fraction of the theoretical maximum amount of product (1.0 means a 100% yield; for example, 0.34 means a 34% yield). (1) The reactants are [Cl:1][C:2]1[C:28]([F:29])=[CH:27][CH:26]=[C:25]([F:30])[C:3]=1[CH2:4][N:5]1[C:9]2=[N:10][C:11]([C:14]3[CH:23]=[CH:22][C:17]([C:18]([O:20]C)=[O:19])=[C:16]([F:24])[CH:15]=3)=[CH:12][CH:13]=[C:8]2[N:7]=[N:6]1.[OH-].[Na+].Cl. The catalyst is CO.C1COCC1.O. The product is [Cl:1][C:2]1[C:28]([F:29])=[CH:27][CH:26]=[C:25]([F:30])[C:3]=1[CH2:4][N:5]1[C:9]2=[N:10][C:11]([C:14]3[CH:23]=[CH:22][C:17]([C:18]([OH:20])=[O:19])=[C:16]([F:24])[CH:15]=3)=[CH:12][CH:13]=[C:8]2[N:7]=[N:6]1. The yield is 0.410. (2) The reactants are [OH:1][CH2:2][C@@H:3]1[CH2:7][N:6]([C:8]([O:10][C:11]([CH3:14])([CH3:13])[CH3:12])=[O:9])[C@H:5]([C:15]([O:17][CH3:18])=[O:16])[CH2:4]1.[F:19][C:20]([F:28])(S(F)(=O)=O)C(O)=O. The catalyst is [Cu]I.C(#N)C. The product is [F:19][CH:20]([F:28])[O:1][CH2:2][C@@H:3]1[CH2:7][N:6]([C:8]([O:10][C:11]([CH3:13])([CH3:14])[CH3:12])=[O:9])[C@H:5]([C:15]([O:17][CH3:18])=[O:16])[CH2:4]1. The yield is 0.610. (3) The reactants are [Br:1][C:2]1[CH:3]=[C:4]2[C:9](=[CH:10][CH:11]=1)[N:8]=[C:7]1[N:12]([CH3:22])[CH2:13][C:14]3[CH:21]=[CH:20][CH:19]=[CH:18][C:15]=3[CH:16]([OH:17])[C:6]1=[C:5]2[Cl:23].[CH2:24]([CH:26]1[O:28][CH2:27]1)Cl.[H-].[Na+].CN(C=O)C. The catalyst is C1COCC1. The product is [Br:1][C:2]1[CH:3]=[C:4]2[C:9](=[CH:10][CH:11]=1)[N:8]=[C:7]1[N:12]([CH3:22])[CH2:13][C:14]3[CH:21]=[CH:20][CH:19]=[CH:18][C:15]=3[CH:16]([O:17][CH2:24][CH:26]3[CH2:27][O:28]3)[C:6]1=[C:5]2[Cl:23]. The yield is 0.400. (4) The reactants are [CH2:1]=O.[CH2:3]1[CH2:9][O:8][CH2:7][CH2:6][NH:5][CH2:4]1.Cl.[CH3:11][C:12]1[CH:13]=[C:14]2[N:19]([CH:20]=1)[N:18]=[CH:17][N:16]=[C:15]2[NH2:21]. The catalyst is CC(O)=O. The product is [CH3:11][C:12]1[CH:13]=[C:14]2[N:19]([C:20]=1[CH2:1][N:5]1[CH2:4][CH2:3][CH2:9][O:8][CH2:7][CH2:6]1)[N:18]=[CH:17][N:16]=[C:15]2[NH2:21]. The yield is 0.780. (5) The reactants are C([N:8]1[CH2:13][CH2:12][C@@H:11]([F:14])[C@H:10]([NH:15][C:16](=[O:22])[O:17][C:18]([CH3:21])([CH3:20])[CH3:19])[CH2:9]1)C1C=CC=CC=1.[H][H]. The catalyst is CO.[Pd]. The product is [F:14][C@@H:11]1[CH2:12][CH2:13][NH:8][CH2:9][C@H:10]1[NH:15][C:16](=[O:22])[O:17][C:18]([CH3:20])([CH3:19])[CH3:21]. The yield is 0.960. (6) The reactants are [Cl:1][C:2]1[C:7]([CH:8]=O)=[CH:6][CH:5]=[CH:4][N:3]=1.Cl.[NH2:11][OH:12].[OH-].[Na+].Cl. The catalyst is C(O)C.O. The product is [Cl:1][C:2]1[C:7]([CH:8]=[N:11][OH:12])=[CH:6][CH:5]=[CH:4][N:3]=1. The yield is 0.910. (7) The reactants are [CH3:1][C:2]1[NH:3][C:4]2[CH:10]=[C:9]([NH2:11])[CH:8]=[CH:7][C:5]=2[N:6]=1.[Br:12]Br. The product is [CH3:1][C:2]1[NH:3][C:4]2[C:10]([Br:12])=[C:9]([NH2:11])[CH:8]=[CH:7][C:5]=2[N:6]=1. The catalyst is CC(O)=O. The yield is 0.410. (8) The reactants are [Cl:1][C:2]1[CH:7]=[CH:6][C:5]([C:8]2[S:9][C:10]([CH2:14][C:15]([OH:17])=O)=[C:11]([CH3:13])[N:12]=2)=[CH:4][CH:3]=1.[C:18]([O:22][C:23]([N:25]1[CH2:30][CH2:29][CH2:28][CH:27]([NH2:31])[CH2:26]1)=[O:24])([CH3:21])([CH3:20])[CH3:19]. No catalyst specified. The product is [C:18]([O:22][C:23]([N:25]1[CH2:30][CH2:29][CH2:28][CH:27]([NH:31][C:15](=[O:17])[CH2:14][C:10]2[S:9][C:8]([C:5]3[CH:4]=[CH:3][C:2]([Cl:1])=[CH:7][CH:6]=3)=[N:12][C:11]=2[CH3:13])[CH2:26]1)=[O:24])([CH3:21])([CH3:19])[CH3:20]. The yield is 0.590. (9) The yield is 0.890. The product is [Br:1][C:2]1[CH:7]=[CH:6][C:5]([CH2:8][N:9]([CH2:29][C:30]([F:33])([F:32])[F:31])[S:10]([CH2:13][C:14]2[CH:15]=[CH:16][CH:17]=[CH:18][CH:19]=2)(=[O:12])=[O:11])=[C:4]([F:20])[CH:3]=1. The reactants are [Br:1][C:2]1[CH:7]=[CH:6][C:5]([CH2:8][NH:9][S:10]([CH2:13][C:14]2[CH:19]=[CH:18][CH:17]=[CH:16][CH:15]=2)(=[O:12])=[O:11])=[C:4]([F:20])[CH:3]=1.[H-].[Na+].FC(F)(F)S(O[CH2:29][C:30]([F:33])([F:32])[F:31])(=O)=O.O. The catalyst is CN(C)C(=O)C.CCOC(C)=O. (10) The product is [F:1][C:2]1[CH:20]=[CH:19][C:5]([O:6][C:7]2[CH:8]=[CH:9][C:10]3[N:14]=[C:13]([CH2:15][O:16][C:23]4[CH:24]=[C:25]([CH:30]=[CH:31][CH:32]=4)[C:26]([O:28][CH3:29])=[O:27])[N:12]([CH3:17])[C:11]=3[CH:18]=2)=[CH:4][C:3]=1[CH3:21]. The yield is 0.800. The reactants are [F:1][C:2]1[CH:20]=[CH:19][C:5]([O:6][C:7]2[CH:8]=[CH:9][C:10]3[N:14]=[C:13]([CH2:15][OH:16])[N:12]([CH3:17])[C:11]=3[CH:18]=2)=[CH:4][C:3]=1[CH3:21].O[C:23]1[CH:24]=[C:25]([CH:30]=[CH:31][CH:32]=1)[C:26]([O:28][CH3:29])=[O:27].C(P(CCCC)CCCC)CCC.N(C(N1CCCCC1)=O)=NC(N1CCCCC1)=O. The catalyst is ClCCl.